From a dataset of Full USPTO retrosynthesis dataset with 1.9M reactions from patents (1976-2016). Predict the reactants needed to synthesize the given product. (1) Given the product [Cl:9][C:10]1[N:15]=[C:14]([C:16]2[S:38][C:36]([CH3:37])=[N:39][C:17]=2[C:19]2[CH:20]=[C:21]([NH:25][C:26](=[O:35])[C:27]3[CH:32]=[C:31]([F:33])[CH:30]=[CH:29][C:28]=3[F:34])[CH:22]=[CH:23][CH:24]=2)[CH:13]=[CH:12][N:11]=1, predict the reactants needed to synthesize it. The reactants are: C1C(=O)N(Br)C(=O)C1.[Cl:9][C:10]1[N:15]=[C:14]([CH2:16][C:17]([C:19]2[CH:20]=[C:21]([NH:25][C:26](=[O:35])[C:27]3[CH:32]=[C:31]([F:33])[CH:30]=[CH:29][C:28]=3[F:34])[CH:22]=[CH:23][CH:24]=2)=O)[CH:13]=[CH:12][N:11]=1.[C:36]([NH2:39])(=[S:38])[CH3:37]. (2) Given the product [ClH:16].[F:14][CH2:13][CH2:12][O:11][CH2:10][CH2:9][NH:7][CH3:6], predict the reactants needed to synthesize it. The reactants are: C(O[C:6](=O)[N:7]([CH2:9][CH2:10][O:11][CH2:12][CH2:13][F:14])C)(C)(C)C.[ClH:16]. (3) The reactants are: Br[C:2]1[CH:3]=[N:4][CH:5]=[C:6]([Br:8])[CH:7]=1.[C:9]1(B(O)O)[CH:14]=[CH:13][CH:12]=[CH:11][CH:10]=1. Given the product [Br:8][C:6]1[CH:5]=[N:4][CH:3]=[C:2]([C:9]2[CH:14]=[CH:13][CH:12]=[CH:11][CH:10]=2)[CH:7]=1, predict the reactants needed to synthesize it.